Task: Predict the reaction yield, written as a fraction of the theoretical maximum amount of product (1.0 means a 100% yield; for example, 0.34 means a 34% yield).. Dataset: Reaction yield outcomes from USPTO patents with 853,638 reactions (1) The reactants are [Br:1][C:2]1[CH:3]=[C:4]([CH:7]=[CH:8][C:9]=1[O:10][CH:11]([CH3:13])[CH3:12])[C:5]#[N:6].[NH2:14][OH:15]. The catalyst is CCO. The product is [Br:1][C:2]1[CH:3]=[C:4]([CH:7]=[CH:8][C:9]=1[O:10][CH:11]([CH3:13])[CH3:12])/[C:5](=[N:14]/[OH:15])/[NH2:6]. The yield is 0.980. (2) The reactants are B(Cl)(Cl)[Cl:2].C[O:6][C:7]1[CH:12]=[CH:11][C:10]([C:13]2[CH:20]3[CH:16]([CH2:17][C:18](=[CH2:21])[CH2:19]3)[C:15](=[O:22])[CH:14]=2)=[CH:9][CH:8]=1. The catalyst is C(Cl)Cl. The yield is 0.200. The product is [Cl:2][C@:18]1([CH3:21])[CH2:17][C@@H:16]2[C@@H:20]([C:13]([C:10]3[CH:11]=[CH:12][C:7]([OH:6])=[CH:8][CH:9]=3)=[CH:14][C:15]2=[O:22])[CH2:19]1. (3) The reactants are Br[C:2]1[CH:3]=[N:4][N:5]2[C:10]([NH:11][C@@H:12]3[C:20]4[C:15](=[CH:16][CH:17]=[CH:18][CH:19]=4)[CH2:14][CH2:13]3)=[N:9][CH:8]=[N:7][C:6]=12.[CH2:21]([O:28][CH2:29][C@@H:30]1[CH:34]=[CH:33][CH2:32][C@H:31]1[OH:35])[C:22]1[CH:27]=[CH:26][CH:25]=[CH:24][CH:23]=1.C1(CNCC2CCCCC2)CCCCC1. The catalyst is C1(C)C=CC=CC=1. The product is [CH2:21]([O:28][CH2:29][C:30]1[C@H:31]([OH:35])[CH2:32][C@H:33]([C:2]2[CH:3]=[N:4][N:5]3[C:10]([NH:11][C@@H:12]4[C:20]5[C:15](=[CH:16][CH:17]=[CH:18][CH:19]=5)[CH2:14][CH2:13]4)=[N:9][CH:8]=[N:7][C:6]=23)[CH:34]=1)[C:22]1[CH:27]=[CH:26][CH:25]=[CH:24][CH:23]=1. The yield is 0.255. (4) The reactants are [CH3:1][C:2]1([CH3:14])[C:6]([CH3:8])([CH3:7])[O:5][B:4]([C:9]2[CH:10]=[N:11][NH:12][CH:13]=2)[O:3]1.[CH3:15][O:16][C:17](=[O:22])[C:18](Br)([CH3:20])[CH3:19].C([O-])([O-])=O.[Cs+].[Cs+]. The catalyst is CN(C=O)C. The product is [CH3:15][O:16][C:17](=[O:22])[C:18]([CH3:20])([N:12]1[CH:13]=[C:9]([B:4]2[O:5][C:6]([CH3:7])([CH3:8])[C:2]([CH3:14])([CH3:1])[O:3]2)[CH:10]=[N:11]1)[CH3:19]. The yield is 0.630. (5) The reactants are [Cl:1][C:2]1[CH:3]=[CH:4][C:5]([NH:8][C:9]([C:11]2[CH:16]=[CH:15][CH:14]=[CH:13][C:12]=2C(N)=O)=[O:10])=[N:6][CH:7]=1.[CH3:20][N:21]1[CH2:25][CH2:24][N:23]=[C:22]1SC.CC[N:30]([CH2:33][CH3:34])CC. The catalyst is N1C=CC=CC=1. The product is [Cl:1][C:2]1[CH:3]=[CH:4][C:5]([NH:8][C:9]([C:11]2[CH:16]=[CH:15][CH:14]=[CH:13][C:12]=2[NH:8][C:9]([C:11]2[CH:16]=[CH:15][C:34]([CH2:33][NH:30][C:22]3[N:21]([CH3:20])[CH2:25][CH2:24][N:23]=3)=[CH:13][CH:12]=2)=[O:10])=[O:10])=[N:6][CH:7]=1. The yield is 0.650. (6) The reactants are ClC(Cl)(O[C:5](=[O:11])OC(Cl)(Cl)Cl)Cl.[CH2:13]1[C@@H:17]2[CH2:18][NH:19][CH2:20][C@@H:16]2[CH2:15][N:14]1[C:21]([O:23][C:24]([CH3:27])([CH3:26])[CH3:25])=[O:22].C(N(CC)CC)C.Cl.[NH:36]1[CH:40]=[C:39]([CH2:41][NH2:42])[N:38]=[N:37]1. The catalyst is C(OCC)(=O)C.O1CCCC1. The product is [NH:36]1[CH:40]=[C:39]([CH2:41][NH:42][C:5]([N:19]2[CH2:18][C@@H:17]3[CH2:13][N:14]([C:21]([O:23][C:24]([CH3:27])([CH3:26])[CH3:25])=[O:22])[CH2:15][C@@H:16]3[CH2:20]2)=[O:11])[N:38]=[N:37]1. The yield is 0.340. (7) The catalyst is ClCCl. The yield is 0.568. The product is [Cl:1][C:2]1[N+:7]([O-:27])=[N:6][C:5]([O:8][C:9]2[C:14]([CH3:15])=[CH:13][CH:12]=[CH:11][C:10]=2[CH3:16])=[C:4]([O:17][CH3:18])[CH:3]=1. The reactants are [Cl:1][C:2]1[N:7]=[N:6][C:5]([O:8][C:9]2[C:14]([CH3:15])=[CH:13][CH:12]=[CH:11][C:10]=2[CH3:16])=[C:4]([O:17][CH3:18])[CH:3]=1.ClC1C=CC=C(C(OO)=[O:27])C=1.